This data is from Forward reaction prediction with 1.9M reactions from USPTO patents (1976-2016). The task is: Predict the product of the given reaction. (1) The product is: [CH2:9]([N:11]1[C:6]([NH2:7])=[CH:5][C:4]([CH2:3][O:2][CH3:1])=[N:12]1)[CH3:10]. Given the reactants [CH3:1][O:2][CH2:3][C:4](=O)[CH2:5][C:6]#[N:7].[CH2:9]([NH:11][NH2:12])[CH3:10].Cl, predict the reaction product. (2) Given the reactants C[O:2][C:3](=[O:29])[CH2:4][CH2:5][CH2:6][CH2:7][CH2:8][O:9][C:10]1[CH:11]=[CH:12][C:13]2[N:17]=[C:16]([S:18][CH2:19][CH2:20][CH3:21])[N:15]([C:22]3[CH:27]=[CH:26][CH:25]=[CH:24][CH:23]=3)[C:14]=2[CH:28]=1.[OH-].[Li+], predict the reaction product. The product is: [C:22]1([N:15]2[C:14]3[CH:28]=[C:10]([O:9][CH2:8][CH2:7][CH2:6][CH2:5][CH2:4][C:3]([OH:29])=[O:2])[CH:11]=[CH:12][C:13]=3[N:17]=[C:16]2[S:18][CH2:19][CH2:20][CH3:21])[CH:23]=[CH:24][CH:25]=[CH:26][CH:27]=1. (3) Given the reactants [N:1]1([CH2:6][C:7]([OH:9])=O)[CH:5]=[CH:4][N:3]=[N:2]1.[F:10][C:11]1[CH:39]=[C:38]([F:40])[CH:37]=[CH:36][C:12]=1[CH2:13][C@H:14]1[CH2:18][NH:17][C@H:16]([C:19]([NH:21][C:22]2[CH:27]=[CH:26][C:25]([O:28][C:29]3[CH:34]=[CH:33][C:32]([F:35])=[CH:31][CH:30]=3)=[CH:24][CH:23]=2)=[O:20])[CH2:15]1, predict the reaction product. The product is: [N:1]1([CH2:6][C:7]([N:17]2[CH2:18][C@H:14]([CH2:13][C:12]3[CH:36]=[CH:37][C:38]([F:40])=[CH:39][C:11]=3[F:10])[CH2:15][C@H:16]2[C:19]([NH:21][C:22]2[CH:27]=[CH:26][C:25]([O:28][C:29]3[CH:30]=[CH:31][C:32]([F:35])=[CH:33][CH:34]=3)=[CH:24][CH:23]=2)=[O:20])=[O:9])[CH:5]=[CH:4][N:3]=[N:2]1. (4) The product is: [CH2:20]([O:22][C:23](=[O:39])[C:24]1[CH:29]=[C:28]([O:11][C:12]([F:15])([F:14])[F:13])[C:27]([CH:34]([OH:37])[CH2:35][OH:36])=[CH:26][C:25]=1[NH2:38])[CH3:21]. Given the reactants C(OC(=O)C1C=C([O:11][C:12]([F:15])([F:14])[F:13])C(C=C)=CC=1N)C.[CH2:20]([O:22][C:23](=[O:39])[C:24]1[CH:29]=[C:28](C(F)(F)F)[C:27]([CH:34]([OH:37])[CH2:35][OH:36])=[CH:26][C:25]=1[NH2:38])[CH3:21], predict the reaction product. (5) The product is: [CH2:14]([N:18]([CH2:36][CH2:37][CH2:38][CH3:39])[C:19]1[CH:24]=[CH:23][C:22]([CH:25]=[CH:26][C:27]2[S:31][C:30]([CH:32]=[CH:5][C:3]#[N:4])=[CH:29][CH:28]=2)=[C:21]([O:34][CH3:35])[CH:20]=1)[CH2:15][CH2:16][CH3:17]. Given the reactants [H-].[Na+].[C:3]([CH2:5]P(=O)(OCC)OCC)#[N:4].[CH2:14]([N:18]([CH2:36][CH2:37][CH2:38][CH3:39])[C:19]1[CH:24]=[CH:23][C:22]([CH:25]=[CH:26][C:27]2[S:31][C:30]([CH:32]=O)=[CH:29][CH:28]=2)=[C:21]([O:34][CH3:35])[CH:20]=1)[CH2:15][CH2:16][CH3:17].O, predict the reaction product. (6) Given the reactants Cl.Cl.[CH3:3][C:4]1[N:8]([CH:9]2[CH2:15][CH:14]3[N:16]([CH2:17][CH2:18][C:19]4([C:25]5[CH:30]=[CH:29][CH:28]=[C:27]([C:31]([F:34])([F:33])[F:32])[CH:26]=5)[CH2:24][CH2:23][NH:22][CH2:21][CH2:20]4)[CH:11]([CH2:12][CH2:13]3)[CH2:10]2)[C:7]2[CH:35]=[CH:36][CH:37]=[CH:38][C:6]=2[N:5]=1.C(N(CC)CC)C.[NH2:46][S:47]([C:50]1[CH:51]=[C:52]([CH:56]=[CH:57][C:58]=1[Cl:59])[C:53](Cl)=[O:54])(=[O:49])=[O:48], predict the reaction product. The product is: [Cl:59][C:58]1[CH:57]=[CH:56][C:52]([C:53]([N:22]2[CH2:23][CH2:24][C:19]([CH2:18][CH2:17][N:16]3[C@H:11]4[CH2:12][CH2:13][C@@H:14]3[CH2:15][CH:9]([N:8]3[C:7]5[CH:35]=[CH:36][CH:37]=[CH:38][C:6]=5[N:5]=[C:4]3[CH3:3])[CH2:10]4)([C:25]3[CH:30]=[CH:29][CH:28]=[C:27]([C:31]([F:33])([F:32])[F:34])[CH:26]=3)[CH2:20][CH2:21]2)=[O:54])=[CH:51][C:50]=1[S:47]([NH2:46])(=[O:49])=[O:48].